Dataset: Reaction yield outcomes from USPTO patents with 853,638 reactions. Task: Predict the reaction yield, written as a fraction of the theoretical maximum amount of product (1.0 means a 100% yield; for example, 0.34 means a 34% yield). (1) No catalyst specified. The reactants are OC1[C:9]([O:10][CH2:11]CC)=[CH:8]C(C=O)=CC=1[N+]([O-])=O.[OH:17][C:18]1[CH:19]=[C:20]([CH:23]=[CH:24][C:25]=1[O:26][CH3:27])[CH:21]=[O:22]. The yield is 0.890. The product is [CH3:27][O:26][C:25]1[CH:24]=[CH:23][C:20]([CH:21]=[O:22])=[CH:19][C:18]=1[O:17][CH2:8][CH2:9][O:10][CH3:11]. (2) The reactants are I[C:2]1[CH:22]=[CH:21][C:5]([CH2:6][N:7]([C:15](=[O:20])[CH2:16][CH2:17][CH2:18][CH3:19])[C@H:8]([C:12]([OH:14])=[O:13])[CH:9]([CH3:11])[CH3:10])=[CH:4][CH:3]=1.[NH:23]1[C:27]([C:28]2[CH:33]=[CH:32][CH:31]=[CH:30][C:29]=2B(O)O)=[N:26][N:25]=[N:24]1.[OH-].[Na+]. The catalyst is CO.O.Cl[Pd](Cl)([P](C1C=CC=CC=1)(C1C=CC=CC=1)C1C=CC=CC=1)[P](C1C=CC=CC=1)(C1C=CC=CC=1)C1C=CC=CC=1. The product is [CH3:19][CH2:18][CH2:17][CH2:16][C:15]([N:7]([C@H:8]([C:12]([OH:14])=[O:13])[CH:9]([CH3:11])[CH3:10])[CH2:6][C:5]1[CH:4]=[CH:3][C:2]([C:33]2[CH:32]=[CH:31][CH:30]=[CH:29][C:28]=2[C:27]2[NH:23][N:24]=[N:25][N:26]=2)=[CH:22][CH:21]=1)=[O:20]. The yield is 0.850. (3) The product is [CH3:24][N:25]1[C:26](=[O:57])[C:27]([NH:40][C:41]2[CH:46]=[CH:45][C:44]([N:47]3[CH2:52][CH2:51][N:50]([CH:53]4[CH2:54][O:55][CH2:56]4)[CH2:49][CH2:48]3)=[CH:43][N:42]=2)=[CH:28][C:29]([C:2]2[C:7]([CH:8]=[O:9])=[C:6]([N:10]3[CH2:22][CH2:21][N:13]4[C:14]5[CH2:15][CH2:16][CH2:17][CH2:18][C:19]=5[CH:20]=[C:12]4[C:11]3=[O:23])[N:5]=[CH:4][CH:3]=2)=[CH:30]1. The yield is 0.730. The reactants are Cl[C:2]1[C:7]([CH:8]=[O:9])=[C:6]([N:10]2[CH2:22][CH2:21][N:13]3[C:14]4[CH2:15][CH2:16][CH2:17][CH2:18][C:19]=4[CH:20]=[C:12]3[C:11]2=[O:23])[N:5]=[CH:4][CH:3]=1.[CH3:24][N:25]1[CH:30]=[C:29](B2OC(C)(C)C(C)(C)O2)[CH:28]=[C:27]([NH:40][C:41]2[CH:46]=[CH:45][C:44]([N:47]3[CH2:52][CH2:51][N:50]([CH:53]4[CH2:56][O:55][CH2:54]4)[CH2:49][CH2:48]3)=[CH:43][N:42]=2)[C:26]1=[O:57]. The catalyst is C1C=CC(P(C2C=CC=CC=2)[C-]2C=CC=C2)=CC=1.C1C=CC(P(C2C=CC=CC=2)[C-]2C=CC=C2)=CC=1.Cl[Pd]Cl.[Fe+2].O1CCCC1. (4) The reactants are Br[C:2]1[CH:3]=[N:4][C:5]([N:8]2[CH2:13][CH2:12][O:11][CH2:10][CH2:9]2)=[N:6][CH:7]=1.[C:14]([O:18][C:19]([N:21]1[CH2:26][CH2:25][CH:24]([NH2:27])[CH2:23][CH2:22]1)=[O:20])([CH3:17])([CH3:16])[CH3:15].O(C(C)(C)C)[K].C1(P(C2CCCCC2)C2C=CC=CC=2C2C(C(C)C)=CC(C(C)C)=CC=2C(C)C)CCCCC1. The catalyst is C1(C)C=CC=CC=1.C1C=CC(/C=C/C(/C=C/C2C=CC=CC=2)=O)=CC=1.C1C=CC(/C=C/C(/C=C/C2C=CC=CC=2)=O)=CC=1.C1C=CC(/C=C/C(/C=C/C2C=CC=CC=2)=O)=CC=1.[Pd].[Pd]. The product is [C:14]([O:18][C:19]([N:21]1[CH2:26][CH2:25][CH:24]([NH:27][C:2]2[CH:3]=[N:4][C:5]([N:8]3[CH2:13][CH2:12][O:11][CH2:10][CH2:9]3)=[N:6][CH:7]=2)[CH2:23][CH2:22]1)=[O:20])([CH3:17])([CH3:15])[CH3:16]. The yield is 0.0200. (5) The reactants are [F:1][C:2]([F:28])([F:27])[CH:3]([C:18]1[CH:23]=[C:22]([Cl:24])[C:21]([Cl:25])=[C:20]([Cl:26])[CH:19]=1)/[CH:4]=[CH:5]/[C:6]1[CH:11]=[CH:10][C:9]([CH2:12][NH2:13])=[C:8]([C:14]([F:17])([F:16])[F:15])[CH:7]=1.[N:29]1[CH:34]=[CH:33][CH:32]=[CH:31][C:30]=1[CH:35]=O.[BH4-].[Na+]. The catalyst is CO. The product is [N:29]1[CH:34]=[CH:33][CH:32]=[CH:31][C:30]=1[CH2:35][NH:13][CH2:12][C:9]1[CH:10]=[CH:11][C:6](/[CH:5]=[CH:4]/[CH:3]([C:18]2[CH:19]=[C:20]([Cl:26])[C:21]([Cl:25])=[C:22]([Cl:24])[CH:23]=2)[C:2]([F:1])([F:27])[F:28])=[CH:7][C:8]=1[C:14]([F:16])([F:17])[F:15]. The yield is 0.400.